Dataset: Forward reaction prediction with 1.9M reactions from USPTO patents (1976-2016). Task: Predict the product of the given reaction. Given the reactants [O:1]=[CH:2][C:3]1[CH:11]=[CH:10][C:8]([OH:9])=[C:5]([O:6][CH3:7])[CH:4]=1.[CH3:12][N:13]([C:15](=[CH:18][C:19]1[CH:24]=[CH:23][CH:22]=[CH:21][CH:20]=1)[CH:16]=[O:17])[CH3:14].[CH:25]1[C:30]([CH:31]2[O:41][C:40]3[CH:39]=[C:38]([OH:42])[CH:37]=[C:36]([OH:43])[C:35]=3[C:33](=O)[CH:32]2[OH:44])=[CH:29][C:28]([OH:45])=[C:27]([OH:46])[CH:26]=1, predict the reaction product. The product is: [O:1]=[CH:2][C:3]1[CH:11]=[CH:10][C:8]([OH:9])=[C:5]([O:6][CH3:7])[CH:4]=1.[CH3:12][N:13]([C:15](=[CH:18][C:19]1[CH:20]=[CH:21][CH:22]=[CH:23][CH:24]=1)[CH:16]=[O:17])[CH3:14].[CH:25]1[C:30]([CH:31]2[O:41][C:40]3[CH:39]=[C:38]([OH:42])[CH:37]=[C:36]([OH:43])[C:35]=3[CH2:33][CH:32]2[OH:44])=[CH:29][C:28]([OH:45])=[C:27]([OH:46])[CH:26]=1.